The task is: Predict the reaction yield, written as a fraction of the theoretical maximum amount of product (1.0 means a 100% yield; for example, 0.34 means a 34% yield).. This data is from Reaction yield outcomes from USPTO patents with 853,638 reactions. The reactants are [CH3:1][S:2][C:3]1[S:4][C:5]2[CH:11]=[C:10]([OH:12])[CH:9]=[CH:8][C:6]=2[N:7]=1.Cl[C:14]1[CH:19]=[CH:18][N:17]=[C:16]([C:20]([O:22][C:23]([CH3:26])([CH3:25])[CH3:24])=[O:21])[CH:15]=1.C(=O)([O-])[O-].[Cs+].[Cs+].O. The catalyst is CN(C)C=O. The product is [CH3:1][S:2][C:3]1[S:4][C:5]2[CH:11]=[C:10]([O:12][C:14]3[CH:19]=[CH:18][N:17]=[C:16]([C:20]([O:22][C:23]([CH3:26])([CH3:25])[CH3:24])=[O:21])[CH:15]=3)[CH:9]=[CH:8][C:6]=2[N:7]=1. The yield is 0.620.